This data is from Full USPTO retrosynthesis dataset with 1.9M reactions from patents (1976-2016). The task is: Predict the reactants needed to synthesize the given product. (1) Given the product [N:6]1[CH:5]=[C:4]([C:8]([C:9]2[N:10]=[CH:11][N:12]3[CH:16]=[CH:15][S:14][C:13]=23)=[O:17])[CH:3]=[C:2]([C:21]2[CH:22]=[N:23][CH:24]=[CH:25][CH:26]=2)[CH:7]=1, predict the reactants needed to synthesize it. The reactants are: Br[C:2]1[CH:3]=[C:4]([CH:8]([OH:17])[C:9]2[N:10]=[CH:11][N:12]3[CH:16]=[CH:15][S:14][C:13]=23)[CH:5]=[N:6][CH:7]=1.C(B(CC)[C:21]1[CH:22]=[N:23][CH:24]=[CH:25][CH:26]=1)C.C(=O)([O-])[O-].[K+].[K+].C(OCC)(=O)C. (2) The reactants are: [H-].[Na+].[CH2:3]([OH:6])[C:4]#[CH:5].Cl[C:8]1[CH:13]=[C:12](Cl)[N:11]=[CH:10][N:9]=1.[Cl-].[NH4+]. Given the product [CH2:3]([O:6][C:8]1[CH:13]=[C:12]([O:6][CH2:3][C:4]#[CH:5])[N:11]=[CH:10][N:9]=1)[C:4]#[CH:5], predict the reactants needed to synthesize it.